Regression. Given a peptide amino acid sequence and an MHC pseudo amino acid sequence, predict their binding affinity value. This is MHC class II binding data. From a dataset of Peptide-MHC class II binding affinity with 134,281 pairs from IEDB. (1) The MHC is H-2-IAd with pseudo-sequence H-2-IAd. The peptide sequence is DIKLIDVEMTREASR. The binding affinity (normalized) is 0.229. (2) The peptide sequence is PEDPEDSALLED. The MHC is DRB1_1501 with pseudo-sequence DRB1_1501. The binding affinity (normalized) is 0.